This data is from Forward reaction prediction with 1.9M reactions from USPTO patents (1976-2016). The task is: Predict the product of the given reaction. (1) Given the reactants [CH:1]12[CH2:10][CH:5]3[CH2:6][CH:7]([CH2:9][CH:3]([CH2:4]3)[C:2]1=[O:11])[CH2:8]2.[CH:12]12[CH2:21][CH:16]3[CH2:17][CH:18]([CH2:20][CH:14]([CH2:15]3)[CH:13]1[OH:22])[CH2:19]2, predict the reaction product. The product is: [C:1]12([OH:22])[CH2:10][CH:5]3[CH2:6][CH:7]([CH2:9][CH:3]([CH2:4]3)[CH2:2]1)[CH2:8]2.[CH:12]12[CH2:21][CH:16]3[CH2:17][CH:18]([CH2:20][CH:14]([CH2:15]3)[C:13]1=[O:22])[CH2:19]2.[CH:1]12[CH2:10][CH:5]3[CH2:6][CH:7]([CH2:9][CH:3]([CH2:4]3)[CH:2]1[OH:11])[CH2:8]2. (2) Given the reactants Cl.[C:2]([C:4]1([NH:10][C:11]([CH:13]([NH:21][C:22]([N:24]2[CH2:29][CH2:28][O:27][CH2:26][CH2:25]2)=[O:23])[CH2:14][CH:15]2[CH2:20][CH2:19][CH2:18][CH2:17][CH2:16]2)=[O:12])[CH2:9][CH2:8][NH:7][CH2:6][CH2:5]1)#[N:3].[CH3:30][S:31](Cl)(=[O:33])=[O:32].CN1CCOCC1, predict the reaction product. The product is: [C:2]([C:4]1([NH:10][C:11]([CH:13]([NH:21][C:22]([N:24]2[CH2:29][CH2:28][O:27][CH2:26][CH2:25]2)=[O:23])[CH2:14][CH:15]2[CH2:16][CH2:17][CH2:18][CH2:19][CH2:20]2)=[O:12])[CH2:5][CH2:6][N:7]([S:31]([CH3:30])(=[O:33])=[O:32])[CH2:8][CH2:9]1)#[N:3].